Dataset: Forward reaction prediction with 1.9M reactions from USPTO patents (1976-2016). Task: Predict the product of the given reaction. (1) Given the reactants [Cl:1][C:2]1[CH:19]=[CH:18][C:5]([C:6]([NH:8][C:9](=O)[CH2:10][C:11]2[CH:16]=[CH:15][CH:14]=[CH:13][CH:12]=2)=S)=[CH:4][CH:3]=1.C([O-])(=O)C.[Na+].C(O)(=O)C.O1CCOCC1.[NH:35]([C:37]1[N:42]=[C:41]([C:43]2[CH:48]=[CH:47][CH:46]=[CH:45][N:44]=2)[N:40]=[C:39]([NH2:49])[N:38]=1)[NH2:36], predict the reaction product. The product is: [CH2:10]([C:9]1[N:35]([C:37]2[N:42]=[C:41]([C:43]3[CH:48]=[CH:47][CH:46]=[CH:45][N:44]=3)[N:40]=[C:39]([NH2:49])[N:38]=2)[N:36]=[C:6]([C:5]2[CH:18]=[CH:19][C:2]([Cl:1])=[CH:3][CH:4]=2)[N:8]=1)[C:11]1[CH:16]=[CH:15][CH:14]=[CH:13][CH:12]=1. (2) Given the reactants [Br:1][C:2]1[CH:3]=[C:4]2[C:8](=[CH:9][CH:10]=1)[CH:7](O)[CH2:6][CH2:5]2.O.C1(C)C=CC(S(O)(=O)=O)=CC=1, predict the reaction product. The product is: [Br:1][C:2]1[CH:3]=[C:4]2[C:8](=[CH:9][CH:10]=1)[CH2:7][CH:6]=[CH:5]2. (3) Given the reactants [Cl:1][C:2]1[CH:7]=[C:6]2[NH:8][C:9](=[O:40])[C:10]3([CH:15]([C:16]4[CH:21]=[CH:20][CH:19]=[C:18]([Cl:22])[CH:17]=4)[CH2:14][C:13](=[O:23])[NH:12][CH:11]3[C:24]3[CH:29]=[C:28](I)[CH:27]=[CH:26][C:25]=3[O:31][C:32]3[C:33]([CH3:39])=[N:34][N:35]([CH3:38])[C:36]=3[CH3:37])[C:5]2=[CH:4][CH:3]=1.C[Si]([C:45]#[CH:46])(C)C.C(N(CC)CC)C.[OH-].[Na+], predict the reaction product. The product is: [Cl:1][C:2]1[CH:7]=[C:6]2[NH:8][C:9](=[O:40])[C:10]3([CH:15]([C:16]4[CH:21]=[CH:20][CH:19]=[C:18]([Cl:22])[CH:17]=4)[CH2:14][C:13](=[O:23])[NH:12][CH:11]3[C:24]3[CH:29]=[C:28]([C:45]#[CH:46])[CH:27]=[CH:26][C:25]=3[O:31][C:32]3[C:33]([CH3:39])=[N:34][N:35]([CH3:38])[C:36]=3[CH3:37])[C:5]2=[CH:4][CH:3]=1. (4) Given the reactants [NH2:1][CH:2]([C:6]1[CH:11]=[CH:10][C:9]([Cl:12])=[C:8]([F:13])[CH:7]=1)[C:3]([OH:5])=[O:4].S(Cl)(Cl)=O.[CH3:18]O, predict the reaction product. The product is: [ClH:12].[NH2:1][CH:2]([C:6]1[CH:11]=[CH:10][C:9]([Cl:12])=[C:8]([F:13])[CH:7]=1)[C:3]([O:5][CH3:18])=[O:4]. (5) Given the reactants [H-].[Na+].[C:3]([O:16][CH2:17][C:18]1[CH:23]=[CH:22][CH:21]=[CH:20][CH:19]=1)(=[O:15])[CH2:4][C:5]([O:7][CH2:8][C:9]1[CH:14]=[CH:13][CH:12]=[CH:11][CH:10]=1)=[O:6].Br[CH2:25][CH2:26][CH2:27]Cl.[I-].[Na+].[C:31]1(=[O:37])[NH:35][C:34](=[O:36])[CH2:33][CH2:32]1.[K], predict the reaction product. The product is: [C:34]1(=[O:36])[N:35]([CH2:25][CH2:26][CH2:27][CH:4]([C:3]([O:16][CH2:17][C:18]2[CH:19]=[CH:20][CH:21]=[CH:22][CH:23]=2)=[O:15])[C:5]([O:7][CH2:8][C:9]2[CH:14]=[CH:13][CH:12]=[CH:11][CH:10]=2)=[O:6])[C:31](=[O:37])[CH2:32][CH2:33]1. (6) Given the reactants [N:1]1[C:10]2[C:5](=[CH:6][N:7]=[CH:8][CH:9]=2)[CH:4]=[CH:3][C:2]=1[C:11]([OH:13])=O.C(N(CC)CC)C.C(OC(Cl)=O)(C)C.[CH3:28][C:29]1[CH:36]=[CH:35][CH:34]=[CH:33][C:30]=1[CH2:31][NH2:32], predict the reaction product. The product is: [CH3:28][C:29]1[CH:36]=[CH:35][CH:34]=[CH:33][C:30]=1[CH2:31][NH:32][C:11]([C:2]1[CH:3]=[CH:4][C:5]2[C:10](=[CH:9][CH:8]=[N:7][CH:6]=2)[N:1]=1)=[O:13].